From a dataset of Forward reaction prediction with 1.9M reactions from USPTO patents (1976-2016). Predict the product of the given reaction. (1) Given the reactants [Cl:1][C:2]1[C:3]([N:8]2[CH:12]([C:13]([O:15][CH2:16][CH3:17])=[O:14])[CH2:11][C:10](=O)[NH:9]2)=[N:4][CH:5]=[CH:6][CH:7]=1.P(Br)(Br)([Br:21])=O.C(=O)(O)[O-].[Na+].O, predict the reaction product. The product is: [Br:21][C:10]1[CH2:11][CH:12]([C:13]([O:15][CH2:16][CH3:17])=[O:14])[N:8]([C:3]2[C:2]([Cl:1])=[CH:7][CH:6]=[CH:5][N:4]=2)[N:9]=1. (2) Given the reactants [CH3:1][O:2][C:3](=[O:16])[C:4]1[CH:9]=[CH:8][C:7](I)=[C:6]([O:11][CH2:12][C:13]([CH3:15])=[CH2:14])[CH:5]=1.C(=O)([O-])[O-].[K+].[K+].[C:23]1(B(O)O)[CH:28]=[CH:27][CH:26]=[CH:25][CH:24]=1, predict the reaction product. The product is: [CH3:1][O:2][C:3]([C:4]1[CH:9]=[CH:8][C:7]2[C:13]([CH2:15][C:23]3[CH:28]=[CH:27][CH:26]=[CH:25][CH:24]=3)([CH3:14])[CH2:12][O:11][C:6]=2[CH:5]=1)=[O:16].